This data is from Forward reaction prediction with 1.9M reactions from USPTO patents (1976-2016). The task is: Predict the product of the given reaction. (1) Given the reactants [Cl:1][C:2]1[CH:30]=[C:29]([Cl:31])[CH:28]=[CH:27][C:3]=1[O:4][CH:5]1[C:13]2[C:8](=[CH:9][CH:10]=[C:11]([C:14]3[CH:15]=[C:16]([CH:24]=[CH:25][CH:26]=3)[C:17]([NH:19][CH2:20][CH2:21][S:22][CH3:23])=[O:18])[CH:12]=2)[CH2:7][CH2:6]1.ClC1C=CC=C(C(OO)=[O:40])C=1.C(=O)([O-])O.[Na+], predict the reaction product. The product is: [Cl:1][C:2]1[CH:30]=[C:29]([Cl:31])[CH:28]=[CH:27][C:3]=1[O:4][CH:5]1[C:13]2[C:8](=[CH:9][CH:10]=[C:11]([C:14]3[CH:15]=[C:16]([CH:24]=[CH:25][CH:26]=3)[C:17]([NH:19][CH2:20][CH2:21][S:22]([CH3:23])=[O:40])=[O:18])[CH:12]=2)[CH2:7][CH2:6]1. (2) Given the reactants [C:1]([O:4][CH2:5][C@@H:6]1[C@@H:11]([O:12][CH2:13][C:14]2[CH:19]=[CH:18][CH:17]=[CH:16][CH:15]=2)[C@H:10]([O:20][CH2:21][C:22]2[CH:27]=[CH:26][CH:25]=[CH:24][CH:23]=2)[C@@H:9]([O:28][CH2:29][C:30]2[CH:35]=[CH:34][CH:33]=[CH:32][CH:31]=2)[C@H:8]([C:36]2[CH:41]=[C:40]([CH2:42][C:43]3[CH:48]=[CH:47][C:46]([O:49][CH2:50][CH3:51])=[CH:45][CH:44]=3)[C:39]([Cl:52])=[CH:38][C:37]=2[OH:53])[O:7]1)(=[O:3])[CH3:2].C1(P(C2C=CC=CC=2)C2C=CC=CC=2)C=CC=CC=1.[CH2:73](O)/[CH:74]=[CH:75]\[CH2:76][OH:77].N(C(OC(C)C)=O)=NC(OC(C)C)=O, predict the reaction product. The product is: [C:1]([O:4][CH2:5][C@@H:6]1[C@@H:11]([O:12][CH2:13][C:14]2[CH:15]=[CH:16][CH:17]=[CH:18][CH:19]=2)[C@H:10]([O:20][CH2:21][C:22]2[CH:23]=[CH:24][CH:25]=[CH:26][CH:27]=2)[C@@H:9]([O:28][CH2:29][C:30]2[CH:35]=[CH:34][CH:33]=[CH:32][CH:31]=2)[C@H:8]([C:36]2[CH:41]=[C:40]([CH2:42][C:43]3[CH:48]=[CH:47][C:46]([O:49][CH2:50][CH3:51])=[CH:45][CH:44]=3)[C:39]([Cl:52])=[CH:38][C:37]=2[O:53][CH2:73]/[CH:74]=[CH:75]\[CH2:76][OH:77])[O:7]1)(=[O:3])[CH3:2]. (3) Given the reactants FC(F)(F)C(O)=O.[CH3:8][O:9][C:10](=[O:60])[C@H:11]([NH:52]C(OC(C)(C)C)=O)[C:12]1[CH:17]=[CH:16][C:15]([C:18]2[CH:23]=[CH:22][C:21]([C:24]([C:29]3[CH:34]=[CH:33][C:32]([CH2:35][CH2:36][CH:37]([O:42][Si](C(C)(C)C)(C)C)[C:38]([CH3:41])([CH3:40])[CH3:39])=[C:31]([CH3:50])[CH:30]=3)([CH2:27][CH3:28])[CH2:25][CH3:26])=[CH:20][C:19]=2[CH3:51])=[CH:14][CH:13]=1, predict the reaction product. The product is: [CH3:8][O:9][C:10](=[O:60])[C@H:11]([NH2:52])[C:12]1[CH:13]=[CH:14][C:15]([C:18]2[CH:23]=[CH:22][C:21]([C:24]([CH2:25][CH3:26])([C:29]3[CH:34]=[CH:33][C:32]([CH2:35][CH2:36][CH:37]([OH:42])[C:38]([CH3:39])([CH3:40])[CH3:41])=[C:31]([CH3:50])[CH:30]=3)[CH2:27][CH3:28])=[CH:20][C:19]=2[CH3:51])=[CH:16][CH:17]=1. (4) The product is: [Cl:15][C:13]1[CH:12]=[CH:11][C:10]2[N:6]([CH2:2][C:3]([NH:51][C:50]3[CH:49]=[C:48]([Cl:47])[CH:54]=[C:53]([Cl:55])[CH:52]=3)=[O:5])[C:7]([C:16]3[CH:21]=[C:20]([Cl:22])[CH:19]=[CH:18][C:17]=3[Cl:23])=[N:8][C:9]=2[CH:14]=1. Given the reactants C[CH:2]([N:6]1[C:10]2[CH:11]=[CH:12][C:13]([Cl:15])=[CH:14][C:9]=2[N:8]=[C:7]1[C:16]1[CH:21]=[C:20]([Cl:22])[CH:19]=[CH:18][C:17]=1[Cl:23])[C:3]([OH:5])=O.CC(N1C2C=C(Cl)C=CC=2N=C1C1C=C(Cl)C=CC=1Cl)C(O)=O.[Cl:47][C:48]1[CH:49]=[C:50]([CH:52]=[C:53]([Cl:55])[CH:54]=1)[NH2:51].CN(C(ON1N=NC2C=CC=NC1=2)=[N+](C)C)C.F[P-](F)(F)(F)(F)F, predict the reaction product. (5) Given the reactants [K+].[Br-].CC1SC=C(/C=C(/[C@H]2OC(=O)C[C@H](O)[C@H](C)C(=O)[C@H](C)[C@@H](O)[C@@H](C)CCC[C@H]3O[C@H]3C2)\C)N=1.CC1SC=C(/C=C(/[C@H]2OC(=O)C[C@H](O)[C@@H](C)C(=O)[C@H](C)[C@@H](O)[C@@H](C)CCC[C@H]3O[C@H]3C2)\C)N=1.[CH3:69][C:70]1[O:74][CH:73]=[C:72](/[CH:75]=[C:76](/[C@H:78]2[O:96][C:94](=[O:95])[CH2:93][C@H:92]([OH:97])[C:91]([CH3:99])([CH3:98])[C:89](=[O:90])[C@H:88]([CH3:100])[C@@H:87]([OH:101])[C@@H:86]([CH3:102])[CH2:85][CH2:84][CH2:83][C@H:81]3O[C@H:80]3[CH2:79]2)\[CH3:77])[N:71]=1.CC1SC=C(/C=C/[C@H]2OC(=O)C[C@H](O)C(C)(C)C(=O)[C@H](C)[C@@H](O)[C@@H](C)CCC[C@H]3O[C@H]3C2)N=1, predict the reaction product. The product is: [CH3:69][C:70]1[O:74][CH:73]=[C:72](/[CH:75]=[C:76](/[C@H:78]2[O:96][C:94](=[O:95])[CH2:93][C@H:92]([OH:97])[C:91]([CH3:99])([CH3:98])[C:89](=[O:90])[C@H:88]([CH3:100])[C@@H:87]([OH:101])[C@@H:86]([CH3:102])[CH2:85][CH2:84][CH2:83][CH:81]=[CH:80][CH2:79]2)\[CH3:77])[N:71]=1. (6) Given the reactants Cl[C:2]1[N:7]=[C:6]([NH2:8])[N:5]=[C:4]([NH:9][C:10]2[CH:15]=[CH:14][C:13]([O:16][C:17]3[CH:22]=[CH:21][N:20]=[C:19]4[NH:23][CH:24]=[CH:25][C:18]=34)=[C:12]([F:26])[CH:11]=2)[CH:3]=1.C[O:28][C:29]1C=C(OC)C=C[C:30]=1[CH2:31][NH:32]CCCO.C(O)(C(F)(F)F)=O.C(OCC)(=O)C, predict the reaction product. The product is: [NH2:8][C:6]1[N:7]=[C:2]([NH:32][CH2:31][CH2:30][CH2:29][OH:28])[CH:3]=[C:4]([NH:9][C:10]2[CH:15]=[CH:14][C:13]([O:16][C:17]3[CH:22]=[CH:21][N:20]=[C:19]4[NH:23][CH:24]=[CH:25][C:18]=34)=[C:12]([F:26])[CH:11]=2)[N:5]=1. (7) Given the reactants [F:1][C:2]1[CH:27]=[CH:26][CH:25]=[C:24]([F:28])[C:3]=1[C:4]([NH:6][C:7]1[S:8][C:9]([C:14]2[CH:19]=[CH:18][CH:17]=[C:16]([C:20]([F:23])([F:22])[F:21])[CH:15]=2)=[C:10]([CH2:12]O)[N:11]=1)=[O:5].O=S(Cl)[Cl:31].CCN(CC)CC.O, predict the reaction product. The product is: [Cl:31][CH2:12][C:10]1[N:11]=[C:7]([NH:6][C:4](=[O:5])[C:3]2[C:2]([F:1])=[CH:27][CH:26]=[CH:25][C:24]=2[F:28])[S:8][C:9]=1[C:14]1[CH:19]=[CH:18][CH:17]=[C:16]([C:20]([F:23])([F:22])[F:21])[CH:15]=1. (8) Given the reactants C1(P(=[CH:20][CH:21]=[O:22])(C2C=CC=CC=2)C2C=CC=CC=2)C=CC=CC=1.[Br:23][C:24]1[CH:25]=[CH:26][C:27]([CH:30]=O)=[N:28][CH:29]=1, predict the reaction product. The product is: [Br:23][C:24]1[CH:25]=[CH:26][C:27](/[CH:30]=[CH:20]/[CH:21]=[O:22])=[N:28][CH:29]=1. (9) Given the reactants [OH:1][N:2]=[C:3](Cl)[C:4]1[CH:5]=[N:6][C:7]([O:10][CH3:11])=[CH:8][CH:9]=1.[C:13]([N:20]1[CH2:24][CH2:23][CH:22]=[CH:21]1)([O:15][C:16]([CH3:19])([CH3:18])[CH3:17])=[O:14].C(=O)(O)[O-].[Na+], predict the reaction product. The product is: [C:16]([O:15][C:13]([N:20]1[CH2:24][C@H:23]2[C@H:22]([C:3]([C:4]3[CH:5]=[N:6][C:7]([O:10][CH3:11])=[CH:8][CH:9]=3)=[N:2][O:1]2)[CH2:21]1)=[O:14])([CH3:19])([CH3:17])[CH3:18].